Dataset: Forward reaction prediction with 1.9M reactions from USPTO patents (1976-2016). Task: Predict the product of the given reaction. (1) Given the reactants [F:1][C:2]1[CH:7]=[CH:6][C:5]([C:8]#[C:9][C:10]([NH:12][CH3:13])=[O:11])=[CH:4][CH:3]=1.[C:22](O[C:22]([O:24][C:25]([CH3:28])([CH3:27])[CH3:26])=[O:23])([O:24][C:25]([CH3:28])([CH3:27])[CH3:26])=[O:23].CN(C1C=CC=CN=1)C, predict the reaction product. The product is: [F:1][C:2]1[CH:3]=[CH:4][C:5]([C:8]#[C:9][C:10]([N:12]([CH3:13])[C:22](=[O:23])[O:24][C:25]([CH3:26])([CH3:27])[CH3:28])=[O:11])=[CH:6][CH:7]=1. (2) Given the reactants Br[C:2]1[CH:14]=[CH:13][C:5]2[N:6]([CH3:12])[C:7]([C@H:9]([OH:11])[CH3:10])=[N:8][C:4]=2[CH:3]=1.[CH3:15][C:16]1([CH3:32])[C:20]([CH3:22])([CH3:21])[O:19][B:18]([B:18]2[O:19][C:20]([CH3:22])([CH3:21])[C:16]([CH3:32])([CH3:15])[O:17]2)[O:17]1.ClCCl.C([O-])(=O)C.[K+], predict the reaction product. The product is: [CH3:12][N:6]1[C:5]2[CH:13]=[CH:14][C:2]([B:18]3[O:19][C:20]([CH3:22])([CH3:21])[C:16]([CH3:32])([CH3:15])[O:17]3)=[CH:3][C:4]=2[N:8]=[C:7]1[C@H:9]([OH:11])[CH3:10].